The task is: Predict the reactants needed to synthesize the given product.. This data is from Full USPTO retrosynthesis dataset with 1.9M reactions from patents (1976-2016). (1) Given the product [OH:22][C:9]1[C:10]([C:13]2([C:16]3[CH:17]=[CH:18][CH:19]=[CH:20][CH:21]=3)[CH2:15][CH2:14]2)=[N:11][C:12]2[C:7]([C:8]=1[C:23]([OH:25])=[O:24])=[CH:6][C:5]([O:28][C:27]([F:41])([F:40])[F:26])=[CH:4][CH:3]=2, predict the reactants needed to synthesize it. The reactants are: C([C:3]1[CH:4]=[CH:5][CH:6]=[C:7]2[C:12]=1[N:11]=[C:10]([C:13]1([C:16]3[CH:21]=[CH:20][CH:19]=[CH:18][CH:17]=3)[CH2:15][CH2:14]1)[C:9]([OH:22])=[C:8]2[C:23]([OH:25])=[O:24])C.[F:26][C:27]([F:41])([F:40])[O:28]C1C=C2C(=CC=1)NC(=O)C2=O. (2) Given the product [F:23][C:2]([F:1])([F:22])[C:3]1[CH:8]=[CH:7][CH:6]=[CH:5][C:4]=1[CH2:9][NH:10][C:11]([C:13]1[CH:14]=[C:15]2[C:19](=[CH:20][CH:21]=1)[NH:18][CH2:17][CH2:16]2)=[O:12], predict the reactants needed to synthesize it. The reactants are: [F:1][C:2]([F:23])([F:22])[C:3]1[CH:8]=[CH:7][CH:6]=[CH:5][C:4]=1[CH2:9][NH:10][C:11]([C:13]1[CH:14]=[C:15]2[C:19](=[CH:20][CH:21]=1)[NH:18][CH:17]=[CH:16]2)=[O:12].FC(F)(F)C(O)=O.C([SiH](CC)CC)C. (3) Given the product [C:18]1([O:17][C:15]([N:10]2[CH2:11][CH2:12][CH2:13][CH2:14][C@H:8]([NH:7][C:5]([N:65]3[CH2:66][CH2:67][N:62]([C:55]4[C:54]5[C:59](=[CH:60][C:51]([Cl:50])=[CH:52][CH:53]=5)[N:58]=[C:57]([NH2:61])[CH:56]=4)[CH2:63][CH2:64]3)=[O:6])[C:9]2=[O:24])=[O:16])[CH:19]=[CH:20][CH:21]=[CH:22][CH:23]=1, predict the reactants needed to synthesize it. The reactants are: CC(C)(O[C:5]([NH:7][C@@H:8]1[CH2:14][CH2:13][CH2:12][CH2:11][N:10]([C:15]([O:17][C:18]2[CH:23]=[CH:22][CH:21]=[CH:20][CH:19]=2)=[O:16])[C:9]1=[O:24])=[O:6])C.C(O)(C(F)(F)F)=O.ClC(Cl)(OC(=O)OC(Cl)(Cl)Cl)Cl.C([O-])(O)=O.[Na+].[Cl:50][C:51]1[CH:60]=[C:59]2[C:54]([C:55]([N:62]3[CH2:67][CH2:66][NH:65][CH2:64][CH2:63]3)=[CH:56][C:57]([NH2:61])=[N:58]2)=[CH:53][CH:52]=1. (4) The reactants are: C([N:8]([CH2:28][C@H:29]([OH:39])[CH2:30][O:31][C:32]1[CH:37]=[CH:36][C:35]([F:38])=[CH:34][CH:33]=1)[CH2:9][CH2:10][C:11]1[CH:16]=[CH:15][C:14]([S:17]([C:20]2[CH:25]=[CH:24][C:23]([O:26][CH3:27])=[CH:22][CH:21]=2)(=[O:19])=[O:18])=[CH:13][CH:12]=1)C1C=CC=CC=1.[ClH:40].CO.[H][H]. Given the product [ClH:40].[F:38][C:35]1[CH:34]=[CH:33][C:32]([O:31][CH2:30][C@@H:29]([OH:39])[CH2:28][NH:8][CH2:9][CH2:10][C:11]2[CH:16]=[CH:15][C:14]([S:17]([C:20]3[CH:21]=[CH:22][C:23]([O:26][CH3:27])=[CH:24][CH:25]=3)(=[O:18])=[O:19])=[CH:13][CH:12]=2)=[CH:37][CH:36]=1, predict the reactants needed to synthesize it. (5) Given the product [NH2:8][CH:9]1[CH2:10][CH2:11][N:12]([CH2:15][CH2:16][C:17]2[CH:22]=[CH:21][C:20]([NH:23][C:24](=[O:40])[CH2:25][C:26]([C:28]3[CH:29]=[CH:30][C:31]([C:34]4[CH:35]=[CH:36][CH:37]=[CH:38][CH:39]=4)=[CH:32][CH:33]=3)=[O:27])=[CH:19][C:18]=2[Cl:41])[CH2:13][CH2:14]1, predict the reactants needed to synthesize it. The reactants are: C(OC([NH:8][CH:9]1[CH2:14][CH2:13][N:12]([CH2:15][CH2:16][C:17]2[CH:22]=[CH:21][C:20]([NH:23][C:24](=[O:40])[CH2:25][C:26]([C:28]3[CH:33]=[CH:32][C:31]([C:34]4[CH:39]=[CH:38][CH:37]=[CH:36][CH:35]=4)=[CH:30][CH:29]=3)=[O:27])=[CH:19][C:18]=2[Cl:41])[CH2:11][CH2:10]1)=O)(C)(C)C.FC(F)(F)C(O)=O.C(=O)([O-])O.[Na+]. (6) Given the product [CH2:50]([O:51][C:18](=[O:17])[NH:25][C@H:26]1[CH2:27][C:28](=[O:34])[O:29][C@H:30]1[O:31][CH2:32][CH3:33])[C:49]1[CH:41]=[CH:40][CH:42]=[CH:47][CH:48]=1, predict the reactants needed to synthesize it. The reactants are: F[P-](F)(F)(F)(F)F.N1([O:17][C:18](N(C)C)=[N+](C)C)C2C=CC=CC=2N=N1.[NH2:25][C@@H:26]1[C@@H:30]([O:31][CH2:32][CH3:33])[O:29][C:28](=[O:34])[CH2:27]1.CCN([CH2:40][CH3:41])CC.[CH2:42](Cl)Cl.CN1[C:50](=[O:51])[CH2:49][CH2:48][CH2:47]1.